Dataset: Reaction yield outcomes from USPTO patents with 853,638 reactions. Task: Predict the reaction yield, written as a fraction of the theoretical maximum amount of product (1.0 means a 100% yield; for example, 0.34 means a 34% yield). (1) The reactants are [NH2:1]/[C:2](/[CH3:9])=[C:3](\[C:7]#[N:8])/[C:4](=[S:6])[NH2:5].OO. The catalyst is CO. The product is [NH2:5][C:4]1[S:6][N:1]=[C:2]([CH3:9])[C:3]=1[C:7]#[N:8]. The yield is 0.800. (2) The reactants are [Cl:1][C:2]1[CH:7]=[CH:6][C:5]([CH2:8][S:9][CH3:10])=[CH:4][N:3]=1.N#CN.IC1C=CC=C(CC([O-])=[O:23])C=1CC([O-])=O. The catalyst is C(Cl)Cl. The product is [Cl:1][C:2]1[CH:7]=[CH:6][C:5]([CH2:8][S:9]([CH3:10])=[O:23])=[CH:4][N:3]=1. The yield is 0.140.